This data is from Catalyst prediction with 721,799 reactions and 888 catalyst types from USPTO. The task is: Predict which catalyst facilitates the given reaction. (1) Reactant: [CH3:1][O:2][C:3]1[CH:14]=[C:13]2[C:6]([NH:7][CH:8]=[C:9]2[CH2:10][CH2:11][NH2:12])=[CH:5][CH:4]=1.[F:15][C:16]([F:29])([F:28])[C:17]1[CH:27]=[CH:26][C:20]([CH2:21][CH2:22][C:23](O)=[O:24])=[CH:19][CH:18]=1.CN(C(ON1N=NC2C=CC=CC1=2)=[N+](C)C)C.[B-](F)(F)(F)F.CCN(C(C)C)C(C)C. Product: [CH3:1][O:2][C:3]1[CH:14]=[C:13]2[C:6](=[CH:5][CH:4]=1)[NH:7][CH:8]=[C:9]2[CH2:10][CH2:11][NH:12][C:23](=[O:24])[CH2:22][CH2:21][C:20]1[CH:19]=[CH:18][C:17]([C:16]([F:28])([F:29])[F:15])=[CH:27][CH:26]=1. The catalyst class is: 18. (2) Reactant: Cl.[NH2:2][C@@H:3]([CH2:6][C:7]1[CH:12]=[CH:11][C:10]([S:13]([C:16]2[CH:21]=[CH:20][CH:19]=[CH:18][CH:17]=2)(=[O:15])=[O:14])=[CH:9][CH:8]=1)[CH2:4][OH:5].C(N(CC)C(C)C)(C)C.[F:31][C:32]1[CH:42]=[CH:41][C:35]([O:36][CH2:37][C@@H:38]2[CH2:40][O:39]2)=[CH:34][CH:33]=1. Product: [F:31][C:32]1[CH:42]=[CH:41][C:35]([O:36][CH2:37][C@@H:38]([OH:39])[CH2:40][NH:2][C@@H:3]([CH2:6][C:7]2[CH:12]=[CH:11][C:10]([S:13]([C:16]3[CH:21]=[CH:20][CH:19]=[CH:18][CH:17]=3)(=[O:15])=[O:14])=[CH:9][CH:8]=2)[CH2:4][OH:5])=[CH:34][CH:33]=1. The catalyst class is: 8. (3) Reactant: [NH2:1]/[C:2](=[N:13]\[O:14][C:15](=O)[C:16]([CH3:19])([CH3:18])[CH3:17])/[CH2:3][CH2:4][NH:5][C:6](=[O:12])[O:7][C:8]([CH3:11])([CH3:10])[CH3:9].[F-].C([N+](CCCC)(CCCC)CCCC)CCC.CCOC(C)=O. Product: [C:16]([C:15]1[O:14][N:13]=[C:2]([CH2:3][CH2:4][NH:5][C:6](=[O:12])[O:7][C:8]([CH3:11])([CH3:10])[CH3:9])[N:1]=1)([CH3:19])([CH3:18])[CH3:17]. The catalyst class is: 1. (4) Reactant: [CH3:1][C:2]([CH3:10])([CH3:9])[CH2:3][C:4](=[O:8])[C:5]([OH:7])=O.S(Cl)(Cl)=O.[NH2:15][C:16]1[CH:17]=[CH:18][C:19]2[C:24](=[O:25])[O:23][N:22]=[C:21]([CH3:26])[C:20]=2[CH:27]=1. Product: [CH3:9][C:2]([CH3:1])([CH3:10])[CH2:3][C:4](=[O:8])[C:5]([NH:15][C:16]1[CH:17]=[CH:18][C:19]2[C:24](=[O:25])[O:23][N:22]=[C:21]([CH3:26])[C:20]=2[CH:27]=1)=[O:7]. The catalyst class is: 80.